This data is from Forward reaction prediction with 1.9M reactions from USPTO patents (1976-2016). The task is: Predict the product of the given reaction. (1) Given the reactants Br[C:2]1[C:3]([CH3:17])=[C:4]([C:12]2[CH2:16][CH2:15][O:14][N:13]=2)[C:5]([S:8]([CH3:11])(=[O:10])=[O:9])=[CH:6][CH:7]=1.[B:18]1([B:18]2[O:22][C:21]([CH3:24])([CH3:23])[C:20]([CH3:26])([CH3:25])[O:19]2)[O:22][C:21]([CH3:24])([CH3:23])[C:20]([CH3:26])([CH3:25])[O:19]1.COC1C=CC=C(OC)C=1C1C=CC=CC=1P(C1CCCCC1)C1CCCCC1.C([O-])(=O)C.[K+].O1CCOCC1, predict the reaction product. The product is: [CH3:17][C:3]1[C:2]([B:18]2[O:22][C:21]([CH3:24])([CH3:23])[C:20]([CH3:26])([CH3:25])[O:19]2)=[CH:7][CH:6]=[C:5]([S:8]([CH3:11])(=[O:10])=[O:9])[C:4]=1[C:12]1[CH2:16][CH2:15][O:14][N:13]=1. (2) Given the reactants [Cl:1][C:2]1[CH:28]=[CH:27][C:5]2[CH:6]([CH2:23][CH:24]([CH3:26])[CH3:25])[C:7](=[O:22])[N:8]([CH2:18][C:19](O)=[O:20])[CH2:9][CH:10]([C:11]3[CH:16]=[CH:15][CH:14]=[CH:13][C:12]=3[Cl:17])[C:4]=2[CH:3]=1.[NH:29]1[CH2:34][CH2:33][CH:32]([C:35]([O:37][CH2:38][CH3:39])=[O:36])[CH2:31][CH2:30]1.C(P(=O)(OCC)OCC)#N.C(N(CC)CC)C, predict the reaction product. The product is: [CH2:38]([O:37][C:35]([CH:32]1[CH2:33][CH2:34][N:29]([C:19](=[O:20])[CH2:18][N:8]2[CH2:9][CH:10]([C:11]3[CH:16]=[CH:15][CH:14]=[CH:13][C:12]=3[Cl:17])[C:4]3[CH:3]=[C:2]([Cl:1])[CH:28]=[CH:27][C:5]=3[CH:6]([CH2:23][CH:24]([CH3:26])[CH3:25])[C:7]2=[O:22])[CH2:30][CH2:31]1)=[O:36])[CH3:39]. (3) Given the reactants [C:1]([C:3]1[CH:8]=[CH:7][C:6]([CH3:9])=[C:5](N)[CH:4]=1)#[N:2].Cl.N([O-])=[O:13].[Na+].C1(C)C=CC=CC=1, predict the reaction product. The product is: [C:1]([C:3]1[CH:8]=[CH:7][C:6]([CH3:9])=[C:5]([OH:13])[CH:4]=1)#[N:2]. (4) Given the reactants [Br:1]Br.[C:3]([C:6]1[CH:7]=[C:8]([C:24]([NH:26][CH2:27][C:28]2[CH:33]=[CH:32][C:31]([S:34]([CH3:37])(=[O:36])=[O:35])=[CH:30][CH:29]=2)=[O:25])[C:9](=[O:23])[N:10]([C:13]2[CH:18]=[CH:17][CH:16]=[C:15]([C:19]([F:22])([F:21])[F:20])[CH:14]=2)[C:11]=1[CH3:12])(=[O:5])[CH3:4], predict the reaction product. The product is: [Br:1][CH2:4][C:3]([C:6]1[CH:7]=[C:8]([C:24]([NH:26][CH2:27][C:28]2[CH:33]=[CH:32][C:31]([S:34]([CH3:37])(=[O:36])=[O:35])=[CH:30][CH:29]=2)=[O:25])[C:9](=[O:23])[N:10]([C:13]2[CH:18]=[CH:17][CH:16]=[C:15]([C:19]([F:22])([F:21])[F:20])[CH:14]=2)[C:11]=1[CH3:12])=[O:5]. (5) Given the reactants C1([Si](OC)(OC)OC)C=CC=CC=1.C(O[Si](OCC)(OCC)OCC)C.C[Si](OCC)(OCC)OCC.[CH3:38][S:39]([O-:42])(=[O:41])=[O:40].CO[Si](CC[C:52]1[CH:57]=[CH:56][CH:55]=[CH:54][N+:53]=1C)(OC)OC.Cl.C(OCC(O)C)C, predict the reaction product. The product is: [CH3:38][S:39]([O-:42])(=[O:41])=[O:40].[NH+:53]1[CH:54]=[CH:55][CH:56]=[CH:57][CH:52]=1.